Dataset: Full USPTO retrosynthesis dataset with 1.9M reactions from patents (1976-2016). Task: Predict the reactants needed to synthesize the given product. Given the product [CH3:1][C:2]1[N:7]=[C:6]2[S:8][C:9]3[CH2:14][CH2:13][CH2:12][CH2:11][C:10]=3[C:5]2=[C:4]([C:15]2[CH:20]=[CH:19][CH:18]=[CH:17][C:16]=2[F:21])[C:3]=1[CH:22]([CH2:27][CH2:28][CH3:29])[C:23]([OH:25])=[O:24], predict the reactants needed to synthesize it. The reactants are: [CH3:1][C:2]1[N:7]=[C:6]2[S:8][C:9]3[CH2:14][CH2:13][CH2:12][CH2:11][C:10]=3[C:5]2=[C:4]([C:15]2[CH:20]=[CH:19][CH:18]=[CH:17][C:16]=2[F:21])[C:3]=1[CH:22]([CH2:27][CH2:28][CH3:29])[C:23]([O:25]C)=[O:24].[OH-].[Na+].